This data is from Forward reaction prediction with 1.9M reactions from USPTO patents (1976-2016). The task is: Predict the product of the given reaction. (1) Given the reactants [O-]P([O-])([O-])=O.[K+].[K+].[K+].[NH:9]1[CH2:13][CH2:12][CH2:11][C:10]1=[O:14].I[C:16]1[CH:21]=[CH:20][CH:19]=[CH:18][CH:17]=1.C(O)CO, predict the reaction product. The product is: [C:16]1([N:9]2[CH2:13][CH2:12][CH2:11][C:10]2=[O:14])[CH:21]=[CH:20][CH:19]=[CH:18][CH:17]=1. (2) Given the reactants [CH3:1][C:2]1[NH:11][C:5]2[N:6]=[CH:7][CH:8]=[C:9]([OH:10])[C:4]=2[CH:3]=1.[F:12][C:13]1[CH:14]=[C:15]([N+:20]([O-:22])=[O:21])[CH:16]=[CH:17][C:18]=1F.C(=O)([O-])[O-].[K+].[K+], predict the reaction product. The product is: [F:12][C:13]1[CH:14]=[C:15]([N+:20]([O-:22])=[O:21])[CH:16]=[CH:17][C:18]=1[O:10][C:9]1[CH:8]=[CH:7][N:6]=[C:5]2[NH:11][C:2]([CH3:1])=[CH:3][C:4]=12. (3) Given the reactants [OH-].[Na+].C([O:5][C:6]([C:8]1[C:9]2[S:17][CH:16]=[C:15]([CH2:18][O:19][C:20]3[CH:25]=[C:24]([C:26]4[O:30][N:29]=[C:28]([CH3:31])[N:27]=4)[CH:23]=[CH:22][C:21]=3[CH3:32])[C:10]=2[C:11]([NH2:14])=[N:12][CH:13]=1)=[O:7])C, predict the reaction product. The product is: [NH2:14][C:11]1[C:10]2[C:15]([CH2:18][O:19][C:20]3[CH:25]=[C:24]([C:26]4[O:30][N:29]=[C:28]([CH3:31])[N:27]=4)[CH:23]=[CH:22][C:21]=3[CH3:32])=[CH:16][S:17][C:9]=2[C:8]([C:6]([OH:7])=[O:5])=[CH:13][N:12]=1. (4) Given the reactants [OH:1][C@:2]1([C:16]2[S:17][CH:18]=[CH:19][N:20]=2)[CH2:8][CH2:7][CH2:6][N:5]([C:9]([O:11][C:12]([CH3:15])([CH3:14])[CH3:13])=[O:10])[CH2:4][CH2:3]1.C1C(=O)N([Br:28])C(=O)C1.[O-]S([O-])=O.[Na+].[Na+], predict the reaction product. The product is: [Br:28][C:18]1[S:17][C:16]([C@@:2]2([OH:1])[CH2:8][CH2:7][CH2:6][N:5]([C:9]([O:11][C:12]([CH3:13])([CH3:14])[CH3:15])=[O:10])[CH2:4][CH2:3]2)=[N:20][CH:19]=1.